The task is: Regression/Classification. Given a drug SMILES string, predict its absorption, distribution, metabolism, or excretion properties. Task type varies by dataset: regression for continuous measurements (e.g., permeability, clearance, half-life) or binary classification for categorical outcomes (e.g., BBB penetration, CYP inhibition). Dataset: cyp3a4_veith.. This data is from CYP3A4 inhibition data for predicting drug metabolism from PubChem BioAssay. The compound is COCC(=O)N1CCC2(CCCN(C(c3ccccc3)c3ccccc3)C2)CC1. The result is 1 (inhibitor).